Dataset: Full USPTO retrosynthesis dataset with 1.9M reactions from patents (1976-2016). Task: Predict the reactants needed to synthesize the given product. (1) Given the product [NH2:17][C:9]1[C:10]([N+:11]([O-:13])=[O:12])=[C:2]([CH3:1])[C:3]([N+:14]([O-:16])=[O:15])=[CH:4][C:5]=1[C:6]([NH2:8])=[O:7], predict the reactants needed to synthesize it. The reactants are: [CH3:1][C:2]1[C:10]([N+:11]([O-:13])=[O:12])=[CH:9][C:5]([C:6]([NH2:8])=[O:7])=[CH:4][C:3]=1[N+:14]([O-:16])=[O:15].[NH2:17]N1C=NN=C1.CC(C)([O-])C.[K+].O. (2) Given the product [Br:13][CH2:11][C:10]([C:3]1[CH:4]=[C:5]([F:9])[C:6]([F:8])=[CH:7][C:2]=1[F:1])=[O:12], predict the reactants needed to synthesize it. The reactants are: [F:1][C:2]1[CH:7]=[C:6]([F:8])[C:5]([F:9])=[CH:4][C:3]=1[C:10](=[O:12])[CH3:11].[Br:13]Br. (3) Given the product [CH:19]([NH:18][C:17]([C:14]1[N:11]2[CH2:12][CH2:13][NH:8][CH:9]([CH3:23])[C:10]2=[CH:16][CH:15]=1)=[O:22])([CH3:21])[CH3:20], predict the reactants needed to synthesize it. The reactants are: C(OC([N:8]1[CH2:13][CH2:12][N:11]2[C:14]([C:17](=[O:22])[NH:18][CH:19]([CH3:21])[CH3:20])=[CH:15][CH:16]=[C:10]2[CH:9]1[CH3:23])=O)(C)(C)C.Cl. (4) Given the product [N+:18]([C:14]1[CH:13]=[C:12]([NH:11][C:7]2[C:6]3[CH:5]=[CH:4][CH:3]=[C:2]([C:27]4[CH:32]=[CH:31][CH:30]=[CH:29][CH:28]=4)[C:10]=3[O:9][N:8]=2)[CH:17]=[CH:16][CH:15]=1)([O-:20])=[O:19], predict the reactants needed to synthesize it. The reactants are: Br[C:2]1[C:10]2[O:9][N:8]=[C:7]([NH:11][C:12]3[CH:17]=[CH:16][CH:15]=[C:14]([N+:18]([O-:20])=[O:19])[CH:13]=3)[C:6]=2[CH:5]=[CH:4][CH:3]=1.C(=O)([O-])[O-].[Na+].[Na+].[C:27]1(B(O)O)[CH:32]=[CH:31][CH:30]=[CH:29][CH:28]=1. (5) The reactants are: [Br:1][C:2]1[CH:7]=[CH:6][C:5]([OH:8])=[CH:4][CH:3]=1.P(OC1C=CC=CC=1)(OC1C=CC=CC=1)(O[CH2:12][CH2:13][C:14]([CH3:16])=[CH2:15])=O.C([O-])([O-])=O.[Cs+].[Cs+].CN(C=O)C. Given the product [CH3:16][C:14](=[CH2:15])[CH2:13][CH2:12][O:8][C:5]1[CH:6]=[CH:7][C:2]([Br:1])=[CH:3][CH:4]=1, predict the reactants needed to synthesize it. (6) Given the product [C:13]1([N:19]2[C:2]([NH2:1])=[CH:3][C:4]([C:5]([F:6])([F:7])[F:8])=[N:20]2)[CH:18]=[CH:17][CH:16]=[CH:15][CH:14]=1, predict the reactants needed to synthesize it. The reactants are: [NH2:1]/[C:2](/OCC)=[CH:3]\[C:4](=O)[C:5]([F:8])([F:7])[F:6].[C:13]1([NH:19][NH2:20])[CH:18]=[CH:17][CH:16]=[CH:15][CH:14]=1. (7) Given the product [F:1][C:2]1[CH:3]=[C:4]2[C:8](=[CH:9][CH:10]=1)[N:7]([CH2:11][CH2:12][CH2:13][CH2:14][CH2:15][B:16]([OH:20])[OH:17])[C:6]([C:25]1[CH:30]=[CH:29][C:28]([O:31][CH3:32])=[C:27]([O:33][CH3:34])[CH:26]=1)=[CH:5]2, predict the reactants needed to synthesize it. The reactants are: [F:1][C:2]1[CH:3]=[C:4]2[C:8](=[CH:9][CH:10]=1)[N:7]([CH2:11][CH2:12][CH2:13][CH2:14][CH2:15][B:16]1[O:20]C(C)(C)C(C)(C)[O:17]1)[C:6]([C:25]1[CH:30]=[CH:29][C:28]([O:31][CH3:32])=[C:27]([O:33][CH3:34])[CH:26]=1)=[CH:5]2.N(CCO)CCO.